This data is from NCI-60 drug combinations with 297,098 pairs across 59 cell lines. The task is: Regression. Given two drug SMILES strings and cell line genomic features, predict the synergy score measuring deviation from expected non-interaction effect. (1) Drug 1: CC=C1C(=O)NC(C(=O)OC2CC(=O)NC(C(=O)NC(CSSCCC=C2)C(=O)N1)C(C)C)C(C)C. Drug 2: CC1C(C(CC(O1)OC2CC(CC3=C2C(=C4C(=C3O)C(=O)C5=C(C4=O)C(=CC=C5)OC)O)(C(=O)CO)O)N)O.Cl. Cell line: TK-10. Synergy scores: CSS=52.6, Synergy_ZIP=-0.468, Synergy_Bliss=2.48, Synergy_Loewe=-0.789, Synergy_HSA=6.49. (2) Synergy scores: CSS=7.55, Synergy_ZIP=-2.70, Synergy_Bliss=-0.943, Synergy_Loewe=1.13, Synergy_HSA=-0.0478. Cell line: UACC62. Drug 2: CCN(CC)CCCC(C)NC1=C2C=C(C=CC2=NC3=C1C=CC(=C3)Cl)OC. Drug 1: CC1=C(C(CCC1)(C)C)C=CC(=CC=CC(=CC(=O)O)C)C. (3) Drug 2: C(CN)CNCCSP(=O)(O)O. Drug 1: C1=CC(=C2C(=C1NCCNCCO)C(=O)C3=C(C=CC(=C3C2=O)O)O)NCCNCCO. Cell line: ACHN. Synergy scores: CSS=46.6, Synergy_ZIP=3.77, Synergy_Bliss=3.62, Synergy_Loewe=-21.2, Synergy_HSA=3.82. (4) Synergy scores: CSS=55.9, Synergy_ZIP=0.937, Synergy_Bliss=-1.02, Synergy_Loewe=-66.4, Synergy_HSA=-4.46. Drug 1: CC1=CC2C(CCC3(C2CCC3(C(=O)C)OC(=O)C)C)C4(C1=CC(=O)CC4)C. Cell line: CAKI-1. Drug 2: CC1=C(C(=CC=C1)Cl)NC(=O)C2=CN=C(S2)NC3=CC(=NC(=N3)C)N4CCN(CC4)CCO. (5) Drug 1: C1=CC(=CC=C1CCC2=CNC3=C2C(=O)NC(=N3)N)C(=O)NC(CCC(=O)O)C(=O)O. Synergy scores: CSS=32.1, Synergy_ZIP=-3.95, Synergy_Bliss=-5.87, Synergy_Loewe=-7.81, Synergy_HSA=-2.81. Cell line: HCC-2998. Drug 2: CC(CN1CC(=O)NC(=O)C1)N2CC(=O)NC(=O)C2. (6) Drug 1: CS(=O)(=O)OCCCCOS(=O)(=O)C. Drug 2: C1C(C(OC1N2C=NC3=C2NC=NCC3O)CO)O. Cell line: NCI-H522. Synergy scores: CSS=8.88, Synergy_ZIP=-6.33, Synergy_Bliss=-6.91, Synergy_Loewe=-5.65, Synergy_HSA=-5.60. (7) Drug 1: COC1=CC(=CC(=C1O)OC)C2C3C(COC3=O)C(C4=CC5=C(C=C24)OCO5)OC6C(C(C7C(O6)COC(O7)C8=CC=CS8)O)O. Drug 2: C1=C(C(=O)NC(=O)N1)F. Cell line: MOLT-4. Synergy scores: CSS=75.7, Synergy_ZIP=3.09, Synergy_Bliss=2.06, Synergy_Loewe=3.19, Synergy_HSA=6.38. (8) Cell line: MOLT-4. Synergy scores: CSS=89.2, Synergy_ZIP=2.24, Synergy_Bliss=2.24, Synergy_Loewe=2.58, Synergy_HSA=5.24. Drug 1: C1CN1P(=S)(N2CC2)N3CC3. Drug 2: N.N.Cl[Pt+2]Cl. (9) Drug 1: CN1CCC(CC1)COC2=C(C=C3C(=C2)N=CN=C3NC4=C(C=C(C=C4)Br)F)OC. Drug 2: C1=CC(=CC=C1CCC2=CNC3=C2C(=O)NC(=N3)N)C(=O)NC(CCC(=O)O)C(=O)O. Cell line: MALME-3M. Synergy scores: CSS=13.9, Synergy_ZIP=-2.93, Synergy_Bliss=0.602, Synergy_Loewe=-1.81, Synergy_HSA=1.28.